This data is from Forward reaction prediction with 1.9M reactions from USPTO patents (1976-2016). The task is: Predict the product of the given reaction. (1) Given the reactants C[C@@H]1CCCCN1.[C:8]([C:12]1[CH:13]=[C:14]([NH:27][C:28]([NH:30][C@@H:31]2[C:40]3[C:35](=[CH:36][CH:37]=[CH:38][CH:39]=3)[C@H:34]([O:41][C:42]3[CH:43]=[CH:44][C:45]4[N:46]([C:48]([N:51]5[CH2:56][CH2:55][CH2:54][CH2:53][C@@H:52]5[CH3:57])=[N:49][N:50]=4)[CH:47]=3)[CH2:33][CH2:32]2)=[O:29])[N:15]([C:17]2[CH:22]=[CH:21][CH:20]=[C:19]([O:23][CH2:24][CH2:25][OH:26])[CH:18]=2)[N:16]=1)([CH3:11])([CH3:10])[CH3:9], predict the reaction product. The product is: [C:8]([C:12]1[CH:13]=[C:14]([NH:27][C:28]([NH:30][C@@H:31]2[C:40]3[C:35](=[CH:36][CH:37]=[CH:38][CH:39]=3)[C@H:34]([O:41][C:42]3[CH:43]=[CH:44][C:45]4[N:46]([C:48]([N:51]5[CH2:56][CH2:55][CH2:54][CH2:53][C@H:52]5[CH3:57])=[N:49][N:50]=4)[CH:47]=3)[CH2:33][CH2:32]2)=[O:29])[N:15]([C:17]2[CH:22]=[CH:21][CH:20]=[C:19]([O:23][CH2:24][CH2:25][OH:26])[CH:18]=2)[N:16]=1)([CH3:11])([CH3:9])[CH3:10]. (2) Given the reactants [C:1]([C:3]1[CH:4]=[C:5]2[C:11]([C:12]3[CH:13]=[C:14]([CH:35]=[CH:36][CH:37]=3)[CH2:15][NH:16][C:17]([C:19]3[C:20](=[O:34])[N:21]([CH2:25][C:26]4[CH:31]=[CH:30][C:29]([F:32])=[C:28]([F:33])[CH:27]=4)[CH:22]=[CH:23][CH:24]=3)=[O:18])=[CH:10][NH:9][C:6]2=[N:7][CH:8]=1)#N.FC1C=C(C=CC=1F)CN1C=CC=C(C(NCC2C=C(B(O)O)C=CC=2)=[O:50])C1=O.[B].N1C2=NC=C(CO)C=C2C=C1, predict the reaction product. The product is: [OH:50][CH2:1][C:3]1[CH:4]=[C:5]2[C:11]([C:12]3[CH:13]=[C:14]([CH:35]=[CH:36][CH:37]=3)[CH2:15][NH:16][C:17]([C:19]3[C:20](=[O:34])[N:21]([CH2:25][C:26]4[CH:31]=[CH:30][C:29]([F:32])=[C:28]([F:33])[CH:27]=4)[CH:22]=[CH:23][CH:24]=3)=[O:18])=[CH:10][NH:9][C:6]2=[N:7][CH:8]=1.